This data is from Retrosynthesis with 50K atom-mapped reactions and 10 reaction types from USPTO. The task is: Predict the reactants needed to synthesize the given product. Given the product CN(OCc1ccccc1)C(=O)OC(C)(C)C, predict the reactants needed to synthesize it. The reactants are: CC(C)CN(OCc1ccccc1)C(=O)OC(C)(C)C.